Dataset: Catalyst prediction with 721,799 reactions and 888 catalyst types from USPTO. Task: Predict which catalyst facilitates the given reaction. (1) Reactant: [Cl:1][C:2]1[N:3]=[N:4][C:5]([NH:8][NH2:9])=[CH:6][CH:7]=1.[C:10](O)(=O)[CH2:11][OH:12].CC1C=CC(S(O)(=O)=O)=CC=1.O. Product: [Cl:1][C:2]1[CH:7]=[CH:6][C:5]2[N:4]([C:10]([CH2:11][OH:12])=[N:9][N:8]=2)[N:3]=1. The catalyst class is: 11. (2) Reactant: [BH4-].[Na+].[CH2:3]([O:10][C:11]1[CH:16]=[CH:15][C:14]([C:17](=[O:34])[CH2:18][N:19]([CH2:27][C:28]2[CH:33]=[CH:32][CH:31]=[CH:30][CH:29]=2)[CH2:20][C:21]2[CH:26]=[CH:25][CH:24]=[CH:23][CH:22]=2)=[CH:13][C:12]=1[NH:35][S:36]([CH3:39])(=[O:38])=[O:37])[C:4]1[CH:9]=[CH:8][CH:7]=[CH:6][CH:5]=1.C(Cl)Cl. Product: [CH2:3]([O:10][C:11]1[CH:16]=[CH:15][C:14]([CH:17]([OH:34])[CH2:18][N:19]([CH2:27][C:28]2[CH:29]=[CH:30][CH:31]=[CH:32][CH:33]=2)[CH2:20][C:21]2[CH:26]=[CH:25][CH:24]=[CH:23][CH:22]=2)=[CH:13][C:12]=1[NH:35][S:36]([CH3:39])(=[O:37])=[O:38])[C:4]1[CH:9]=[CH:8][CH:7]=[CH:6][CH:5]=1. The catalyst class is: 111. (3) Reactant: [ClH:1].[C:2](=[NH:9])(OCC)[CH2:3][CH2:4][CH3:5].C(N(CC)CC)C.[CH2:17]([O:19][C:20]1[CH:29]=[CH:28][CH:27]=[CH:26][C:21]=1[C:22]([NH:24][NH2:25])=[O:23])[CH3:18].C(=N)(OCC)CCC.Cl. Product: [ClH:1].[NH:9]=[C:2]([NH:25][NH:24][C:22](=[O:23])[C:21]1[CH:26]=[CH:27][CH:28]=[CH:29][C:20]=1[O:19][CH2:17][CH3:18])[CH2:3][CH2:4][CH3:5]. The catalyst class is: 32. (4) Reactant: Br[C:2]1[CH:11]=[CH:10][CH:9]=[C:8]2[C:3]=1[CH:4]=[CH:5][C:6]([S:12]([N:15]([CH2:21][C:22]1[CH:27]=[CH:26][C:25]([O:28][CH3:29])=[CH:24][C:23]=1[O:30][CH3:31])[C:16]1[S:20][N:19]=[CH:18][N:17]=1)(=[O:14])=[O:13])=[CH:7]2.CC1(C)C2[C:54](=C(P(C3C=CC=CC=3)C3C=CC=CC=3)C=CC=2)[O:53][C:35]2C(P(C3C=CC=CC=3)C3C=CC=CC=3)=CC=CC1=2.C(N(CC)CC)C.C[OH:82]. Product: [CH3:31][O:30][C:23]1[CH:24]=[C:25]([O:28][CH3:29])[CH:26]=[CH:27][C:22]=1[CH2:21][N:15]([C:16]1[S:20][N:19]=[CH:18][N:17]=1)[S:12]([C:6]1[CH:7]=[C:8]2[C:3](=[CH:4][CH:5]=1)[C:2]([C:35]([O:53][CH3:54])=[O:82])=[CH:11][CH:10]=[CH:9]2)(=[O:13])=[O:14]. The catalyst class is: 487. (5) Reactant: Cl.[CH2:2]([O:4][C:5]([C:7]1[S:8][C:9]2[CH2:10][NH:11][CH2:12][CH2:13][C:14]=2[N:15]=1)=[O:6])[CH3:3].C(N(CC)CC)C.[C:23]1([N:29]=[C:30]=[S:31])[CH:28]=[CH:27][CH:26]=[CH:25][CH:24]=1. Product: [NH:29]([C:30]([N:11]1[CH2:12][CH2:13][C:14]2[N:15]=[C:7]([C:5]([O:4][CH2:2][CH3:3])=[O:6])[S:8][C:9]=2[CH2:10]1)=[S:31])[C:23]1[CH:28]=[CH:27][CH:26]=[CH:25][CH:24]=1. The catalyst class is: 46. (6) Reactant: [NH2:1][C:2]1[C:3]([CH2:13][CH3:14])=[C:4]([CH:9]=[C:10]([Cl:12])[CH:11]=1)[C:5]([O:7][CH3:8])=[O:6].[O:15]1[CH2:20][CH2:19][C:18](=O)[CH2:17][CH2:16]1.C(O)(=O)C.C(O[BH-](OC(=O)C)OC(=O)C)(=O)C.[Na+].C([O-])(O)=O.[Na+]. Product: [Cl:12][C:10]1[CH:11]=[C:2]([NH:1][CH:18]2[CH2:19][CH2:20][O:15][CH2:16][CH2:17]2)[C:3]([CH2:13][CH3:14])=[C:4]([CH:9]=1)[C:5]([O:7][CH3:8])=[O:6]. The catalyst class is: 325. (7) Reactant: Br[C:2]1[CH:3]=[CH:4][CH:5]=[C:6]2[C:10]=1[NH:9][C:8]([C:11]([O:13][CH2:14][CH3:15])=[O:12])=[CH:7]2.[CH3:16][N:17]1[CH:21]=[C:20](B2OC(C)(C)C(C)(C)O2)[CH:19]=[N:18]1.[O-]P([O-])([O-])=O.[K+].[K+].[K+]. Product: [CH3:16][N:17]1[CH:21]=[C:20]([C:2]2[CH:3]=[CH:4][CH:5]=[C:6]3[C:10]=2[NH:9][C:8]([C:11]([O:13][CH2:14][CH3:15])=[O:12])=[CH:7]3)[CH:19]=[N:18]1. The catalyst class is: 38. (8) Reactant: [Br:1][C:2]1[CH:7]=[C:6]([F:8])[C:5]([C:9](=O)[CH:10]=[CH:11][N:12](C)[CH3:13])=[C:4]([F:16])[CH:3]=1.C[NH:18]N. Product: [Br:1][C:2]1[CH:7]=[C:6]([F:8])[C:5]([C:9]2[CH:10]=[CH:11][N:12]([CH3:13])[N:18]=2)=[C:4]([F:16])[CH:3]=1. The catalyst class is: 5.